From a dataset of Catalyst prediction with 721,799 reactions and 888 catalyst types from USPTO. Predict which catalyst facilitates the given reaction. (1) Reactant: C[O-].[Na+].C([O:7][C@H:8]([CH2:27][CH2:28][CH2:29][CH3:30])/[CH:9]=[CH:10]\[CH2:11][CH2:12][CH2:13][CH2:14][CH2:15][CH2:16][CH2:17][CH2:18][CH2:19][CH2:20][CH2:21][CH2:22][S:23]([NH2:26])(=[O:25])=[O:24])(=O)C.O. Product: [OH:7][C@H:8]([CH2:27][CH2:28][CH2:29][CH3:30])/[CH:9]=[CH:10]\[CH2:11][CH2:12][CH2:13][CH2:14][CH2:15][CH2:16][CH2:17][CH2:18][CH2:19][CH2:20][CH2:21][CH2:22][S:23]([NH2:26])(=[O:24])=[O:25]. The catalyst class is: 5. (2) Reactant: [CH3:1][C:2]1([CH3:25])[C:6]([C:7]2[C:8]([O:18]C3CCCCO3)=[CH:9][C:10]([F:17])=[C:11]([CH:16]=2)[C:12]([O:14][CH3:15])=[O:13])=[CH:5][CH2:4][CH2:3]1.CC1C=CC(S([O-])(=O)=O)=CC=1.C1C=C[NH+]=CC=1. Product: [CH3:1][C:2]1([CH3:25])[C:6]([C:7]2[C:8]([OH:18])=[CH:9][C:10]([F:17])=[C:11]([CH:16]=2)[C:12]([O:14][CH3:15])=[O:13])=[CH:5][CH2:4][CH2:3]1. The catalyst class is: 5.